Dataset: Reaction yield outcomes from USPTO patents with 853,638 reactions. Task: Predict the reaction yield, written as a fraction of the theoretical maximum amount of product (1.0 means a 100% yield; for example, 0.34 means a 34% yield). The reactants are [CH2:1]=[CH:2][CH2:3][CH:4]([C:8]1[CH:9]=[CH:10][C:11]([NH:19][C:20](=[O:26])[O:21][C:22]([CH3:25])([CH3:24])[CH3:23])=[C:12]2[C:16]=1[CH2:15][N:14]([CH3:17])[C:13]2=[O:18])[CH2:5]C=C. The catalyst is C(Cl)Cl. The product is [CH:4]1([C:8]2[CH:9]=[CH:10][C:11]([NH:19][C:20](=[O:26])[O:21][C:22]([CH3:23])([CH3:25])[CH3:24])=[C:12]3[C:16]=2[CH2:15][N:14]([CH3:17])[C:13]3=[O:18])[CH2:5][CH:1]=[CH:2][CH2:3]1. The yield is 0.900.